From a dataset of Full USPTO retrosynthesis dataset with 1.9M reactions from patents (1976-2016). Predict the reactants needed to synthesize the given product. (1) Given the product [F:14][C:12]1[CH:11]=[CH:10][CH:9]=[C:8]2[C:13]=1[C:5]([C:3]([OH:4])=[O:2])=[CH:6][N:7]2[CH2:15][CH2:16][O:17][C:18]([F:21])([F:20])[F:19], predict the reactants needed to synthesize it. The reactants are: C[O:2][C:3]([C:5]1[C:13]2[C:8](=[CH:9][CH:10]=[CH:11][C:12]=2[F:14])[N:7]([CH2:15][CH2:16][O:17][C:18]([F:21])([F:20])[F:19])[CH:6]=1)=[O:4]. (2) Given the product [CH3:20][O:21][C:22]([C:23]1[N:24]=[CH:17][C:5]2[C:4]([C:3]=1[OH:19])=[CH:9][CH:8]=[C:7]([O:10][C:11]1[CH:12]=[CH:13][CH:14]=[CH:15][CH:16]=1)[CH:6]=2)=[O:35], predict the reactants needed to synthesize it. The reactants are: CO[C:3](=[O:19])[C:4]1[CH:9]=[CH:8][C:7]([O:10][C:11]2[CH:16]=[CH:15][CH:14]=[CH:13][CH:12]=2)=[CH:6][C:5]=1[CH2:17]Cl.[CH3:20][O:21][C:22](=[O:35])[CH2:23][NH:24]S(C1C=CC(C)=CC=1)(=O)=O.C(=O)([O-])[O-].[K+].[K+].[I-].[Na+].C[O-].[Na+].